This data is from Full USPTO retrosynthesis dataset with 1.9M reactions from patents (1976-2016). The task is: Predict the reactants needed to synthesize the given product. Given the product [F:1][C:2]([F:16])([F:15])[C:3]1[CH:4]=[C:5]([CH:8]=[C:9]([C:11]([F:14])([F:13])[F:12])[CH:10]=1)[CH2:6][NH:19][CH2:17][CH3:18], predict the reactants needed to synthesize it. The reactants are: [F:1][C:2]([F:16])([F:15])[C:3]1[CH:4]=[C:5]([CH:8]=[C:9]([C:11]([F:14])([F:13])[F:12])[CH:10]=1)[CH:6]=O.[CH2:17]([NH2:19])[CH3:18].C(O)(=O)C.C(=O)(O)[O-].[Na+].